From a dataset of Reaction yield outcomes from USPTO patents with 853,638 reactions. Predict the reaction yield, written as a fraction of the theoretical maximum amount of product (1.0 means a 100% yield; for example, 0.34 means a 34% yield). (1) The reactants are [F:1][C:2]1[CH:7]=[CH:6][C:5]([C@H:8]([CH3:21])[CH2:9][N:10]2C(=O)C3C(=CC=CC=3)C2=O)=[CH:4][CH:3]=1.O.NN. The catalyst is C1(C)C=CC=CC=1. The product is [F:1][C:2]1[CH:3]=[CH:4][C:5]([C@H:8]([CH3:21])[CH2:9][NH2:10])=[CH:6][CH:7]=1. The yield is 0.990. (2) The catalyst is O1CCOCC1.CC([O-])=O.CC([O-])=O.[Pd+2]. The product is [F:1][C:2]1[CH:18]=[C:17]([N+:19]([O-:21])=[O:20])[CH:16]=[CH:15][C:3]=1[O:4][C:5]1[CH:10]=[CH:9][N:8]=[C:7]2[CH:11]=[C:12]([NH:33][C:32]3[CH:34]=[CH:35][CH:36]=[C:30]([O:29][CH3:28])[CH:31]=3)[S:13][C:6]=12. The reactants are [F:1][C:2]1[CH:18]=[C:17]([N+:19]([O-:21])=[O:20])[CH:16]=[CH:15][C:3]=1[O:4][C:5]1[CH:10]=[CH:9][N:8]=[C:7]2[CH:11]=[C:12](I)[S:13][C:6]=12.C([O-])([O-])=O.[Cs+].[Cs+].[CH3:28][O:29][C:30]1[CH:31]=[C:32]([CH:34]=[CH:35][CH:36]=1)[NH2:33].CC1(C)C2C(=C(P(C3C=CC=CC=3)C3C=CC=CC=3)C=CC=2)OC2C(P(C3C=CC=CC=3)C3C=CC=CC=3)=CC=CC1=2. The yield is 0.590. (3) The reactants are [F:1][C:2]1[CH:10]=[CH:9][C:5]([C:6]([OH:8])=[O:7])=[CH:4][C:3]=1[OH:11].S(Cl)(Cl)=O.C([O-])(O)=O.[Na+].[CH2:21](O)[CH3:22]. The catalyst is ClCCl. The product is [F:1][C:2]1[CH:10]=[CH:9][C:5]([C:6]([O:8][CH2:21][CH3:22])=[O:7])=[CH:4][C:3]=1[OH:11]. The yield is 0.930. (4) The catalyst is CN(C=O)C.C(OCC)(=O)C. The reactants are [NH:1]1[C:9]2[C:4](=[CH:5][CH:6]=[CH:7][CH:8]=2)[CH:3]=[N:2]1.[I:10]I.[OH-].[K+]. The yield is 0.970. The product is [I:10][C:3]1[C:4]2[C:9](=[CH:8][CH:7]=[CH:6][CH:5]=2)[NH:1][N:2]=1. (5) The reactants are C(OC([N:8]1[CH2:12][CH2:11][CH2:10][CH:9]1[C:13]1[NH:14][C:15]([C:18]2[CH:23]=[CH:22][C:21]([C:24]3[CH:33]=[CH:32][C:31]4[C:26](=[CH:27][CH:28]=[C:29]([C:34]5[NH:35][C:36]([CH:39]6[CH2:43][CH2:42][CH2:41][N:40]6[C:44](=[O:54])[CH:45]([NH:49][C:50]([O:52][CH3:53])=[O:51])[CH:46]([CH3:48])[CH3:47])=[N:37][CH:38]=5)[CH:30]=4)[CH:25]=3)=[CH:20][CH:19]=2)=[CH:16][N:17]=1)=O)(C)(C)C.Cl.[CH3:56][O:57][C:58]([NH:60][C:61]([C:66]1[CH:71]=[CH:70][CH:69]=[CH:68][CH:67]=1)([CH3:65])[C:62](O)=[O:63])=[O:59].CCOC(C(C#N)=NOC(N1CCOCC1)=[N+](C)C)=O.F[P-](F)(F)(F)(F)F.CCN(C(C)C)C(C)C. The catalyst is C(Cl)Cl.CO. The product is [CH3:53][O:52][C:50](=[O:51])[NH:49][CH:45]([C:44]([N:40]1[CH2:41][CH2:42][CH2:43][CH:39]1[C:36]1[NH:35][C:34]([C:29]2[CH:28]=[CH:27][C:26]3[C:31](=[CH:32][CH:33]=[C:24]([C:21]4[CH:20]=[CH:19][C:18]([C:15]5[NH:14][C:13]([CH:9]6[CH2:10][CH2:11][CH2:12][N:8]6[C:62](=[O:63])[C:61]([NH:60][C:58]([O:57][CH3:56])=[O:59])([C:66]6[CH:71]=[CH:70][CH:69]=[CH:68][CH:67]=6)[CH3:65])=[N:17][CH:16]=5)=[CH:23][CH:22]=4)[CH:25]=3)[CH:30]=2)=[CH:38][N:37]=1)=[O:54])[CH:46]([CH3:47])[CH3:48]. The yield is 0.420.